From a dataset of Catalyst prediction with 721,799 reactions and 888 catalyst types from USPTO. Predict which catalyst facilitates the given reaction. (1) Reactant: [F:1][C:2]1[CH:3]=[C:4]([N:26]2[CH2:30][C@H:29]([CH2:31][N:32]3[CH:36]=[CH:35][N:34]=[N:33]3)[O:28][C:27]2=[O:37])[CH:5]=[CH:6][C:7]=1[C:8]1[CH:9]=[N:10][C:11]([C:14]2[CH2:18][C@H:17]([CH2:19][N:20]3[CH2:25][CH2:24][O:23][CH2:22][CH2:21]3)[O:16][N:15]=2)=[CH:12][CH:13]=1.[ClH:38]. Product: [ClH:38].[F:1][C:2]1[CH:3]=[C:4]([N:26]2[CH2:30][C@H:29]([CH2:31][N:32]3[CH:36]=[CH:35][N:34]=[N:33]3)[O:28][C:27]2=[O:37])[CH:5]=[CH:6][C:7]=1[C:8]1[CH:9]=[N:10][C:11]([C:14]2[CH2:18][C@H:17]([CH2:19][N:20]3[CH2:25][CH2:24][O:23][CH2:22][CH2:21]3)[O:16][N:15]=2)=[CH:12][CH:13]=1. The catalyst class is: 472. (2) Reactant: [C:1]([OH:10])(=O)[CH2:2][CH2:3][CH2:4][CH2:5][C:6](O)=O.[CH3:11][NH2:12]. Product: [CH3:11][N:12]1[CH2:6][CH2:5][CH2:4][CH2:3][CH2:2][C:1]1=[O:10]. The catalyst class is: 6. (3) Reactant: O.[NH2:2][NH2:3].[C:4]1([C:10](=O)[CH2:11][C:12]([C:14]2[CH:19]=[CH:18][CH:17]=[CH:16][CH:15]=2)=O)[CH:9]=[CH:8][CH:7]=[CH:6][CH:5]=1. Product: [C:4]1([C:10]2[CH:11]=[C:12]([C:14]3[CH:19]=[CH:18][CH:17]=[CH:16][CH:15]=3)[NH:3][N:2]=2)[CH:9]=[CH:8][CH:7]=[CH:6][CH:5]=1. The catalyst class is: 8. (4) Reactant: [C:1]1([CH3:21])[CH:6]=[CH:5][C:4]([S:7]([N:10]2[CH:14]=[C:13]([CH2:15][C:16]([O:18][CH2:19][CH3:20])=[O:17])[N:12]=[CH:11]2)(=[O:9])=[O:8])=[CH:3][CH:2]=1.C[Si]([N-][Si](C)(C)C)(C)C.[Li+].C([C:34]([O:36][CH2:37][CH3:38])=[O:35])#N. Product: [C:1]1([CH3:21])[CH:2]=[CH:3][C:4]([S:7]([N:10]2[CH:14]=[C:13]([CH:15]([C:34]([O:36][CH2:37][CH3:38])=[O:35])[C:16]([O:18][CH2:19][CH3:20])=[O:17])[N:12]=[CH:11]2)(=[O:9])=[O:8])=[CH:5][CH:6]=1. The catalyst class is: 1.